This data is from Reaction yield outcomes from USPTO patents with 853,638 reactions. The task is: Predict the reaction yield, written as a fraction of the theoretical maximum amount of product (1.0 means a 100% yield; for example, 0.34 means a 34% yield). (1) The reactants are [C:1]([O:5][C:6]([NH:8][C@@H:9]([CH2:13][CH2:14][CH:15]=[CH2:16])[C:10]([OH:12])=[O:11])=[O:7])([CH3:4])([CH3:3])[CH3:2].[CH3:17]C(CCCC)C(N[C@@H](CC=C)C(O)=O)=O. No catalyst specified. The product is [C:1]([O:5][C:6]([N:8]([CH3:17])[C@@H:9]([CH2:13][CH2:14][CH:15]=[CH2:16])[C:10]([OH:12])=[O:11])=[O:7])([CH3:4])([CH3:3])[CH3:2]. The yield is 0.980. (2) The reactants are [CH2:1]([C:3]1[C:8](=[O:9])[NH:7][C:6]([CH3:10])=[C:5]([C:11]2[O:15][C:14]([S:16]([Cl:19])(=[O:18])=[O:17])=[CH:13][CH:12]=2)[CH:4]=1)[CH3:2].[N:20]1([CH2:26][CH2:27][NH2:28])[CH2:25][CH2:24][CH2:23][CH2:22][CH2:21]1. No catalyst specified. The product is [ClH:19].[N:20]1([CH2:26][CH2:27][NH:28][S:16]([C:14]2[O:15][C:11]([C:5]3[CH:4]=[C:3]([CH2:1][CH3:2])[C:8](=[O:9])[NH:7][C:6]=3[CH3:10])=[CH:12][CH:13]=2)(=[O:18])=[O:17])[CH2:25][CH2:24][CH2:23][CH2:22][CH2:21]1. The yield is 0.840. (3) The reactants are C([O-])(=O)C.[Na+].[CH:6]([C:9]1[C:17]2[C:16](=[O:18])[C:15]([C:19]#[N:20])=[CH:14][NH:13][C:12]=2[S:11][CH:10]=1)([CH3:8])[CH3:7].[I:21]Cl.S(S([O-])=O)([O-])(=O)=O.[Na+].[Na+]. The catalyst is ClCCl.CO. The product is [I:21][C:10]1[S:11][C:12]2[NH:13][CH:14]=[C:15]([C:19]#[N:20])[C:16](=[O:18])[C:17]=2[C:9]=1[CH:6]([CH3:8])[CH3:7]. The yield is 0.780. (4) The reactants are [CH3:1][O:2][C:3]1[CH:10]=[C:9]([O:11][CH3:12])[CH:8]=[C:7]([C:13]2[S:14][CH:15]=[CH:16][CH:17]=2)[C:4]=1[CH:5]=O.[C:18]([C:21]1[CH:29]=[CH:28][C:24]([C:25]([OH:27])=[O:26])=[CH:23][CH:22]=1)(=[O:20])[CH3:19]. No catalyst specified. The product is [CH3:1][O:2][C:3]1[CH:10]=[C:9]([O:11][CH3:12])[CH:8]=[C:7]([C:13]2[S:14][CH:15]=[CH:16][CH:17]=2)[C:4]=1/[CH:5]=[CH:19]/[C:18]([C:21]1[CH:29]=[CH:28][C:24]([C:25]([OH:27])=[O:26])=[CH:23][CH:22]=1)=[O:20]. The yield is 0.610. (5) The reactants are [Cl:1][C:2]1[C:3]2[CH:10]=[CH:9][NH:8][C:4]=2[N:5]=[CH:6][N:7]=1.C(=O)([O-])[O-].[K+].[K+].[CH2:17](Cl)[C:18]1[CH:23]=[CH:22][CH:21]=[CH:20][CH:19]=1. The catalyst is CN(C=O)C. The product is [CH2:17]([N:8]1[C:4]2[N:5]=[CH:6][N:7]=[C:2]([Cl:1])[C:3]=2[CH:10]=[CH:9]1)[C:18]1[CH:23]=[CH:22][CH:21]=[CH:20][CH:19]=1. The yield is 0.800.